From a dataset of Reaction yield outcomes from USPTO patents with 853,638 reactions. Predict the reaction yield, written as a fraction of the theoretical maximum amount of product (1.0 means a 100% yield; for example, 0.34 means a 34% yield). (1) The reactants are [Cl:1][C:2]1[C:3]([CH2:18][CH3:19])=[C:4]([NH:10][C@H:11]([C@H:15]([OH:17])[CH3:16])[C:12]([OH:14])=O)[CH:5]=[CH:6][C:7]=1[C:8]#[N:9].[C:20]([C:22]1[CH:31]=[CH:30][C:25]([C:26]([NH:28][NH2:29])=[O:27])=[CH:24][CH:23]=1)#[N:21].O.ON1C2C=CC=CC=2N=N1.Cl.CN(C)CCCN=C=NCC.C(N(CC)CC)C. The catalyst is C1COCC1. The product is [Cl:1][C:2]1[C:3]([CH2:18][CH3:19])=[C:4]([NH:10][C@H:11]([C@H:15]([OH:17])[CH3:16])[C:12]([NH:29][NH:28][C:26](=[O:27])[C:25]2[CH:24]=[CH:23][C:22]([C:20]#[N:21])=[CH:31][CH:30]=2)=[O:14])[CH:5]=[CH:6][C:7]=1[C:8]#[N:9]. The yield is 0.620. (2) The reactants are [OH:1][C:2]1[CH:7]=[CH:6][C:5]([C:8](=O)/[CH:9]=[CH:10]/[C:11]2[CH:21]=[CH:20][C:14]([O:15][CH2:16][C:17]([OH:19])=[O:18])=[CH:13][CH:12]=2)=[CH:4][C:3]=1[CH3:23].[NH2:24][C:25]([NH2:27])=[O:26]. The catalyst is Cl.O1CCOCC1. The product is [OH:1][C:2]1[CH:7]=[CH:6][C:5]([C:8]2[CH:9]=[C:10]([C:11]3[CH:21]=[CH:20][C:14]([O:15][CH2:16][C:17]([OH:19])=[O:18])=[CH:13][CH:12]=3)[NH:24][C:25](=[O:26])[N:27]=2)=[CH:4][C:3]=1[CH3:23]. The yield is 0.350.